From a dataset of Full USPTO retrosynthesis dataset with 1.9M reactions from patents (1976-2016). Predict the reactants needed to synthesize the given product. (1) Given the product [CH3:1][S:2]([O:5][C:6]1[CH:7]=[CH:8][C:9]([C:12]2([C:20]3[CH:25]=[CH:24][N:23]=[C:22]([C:26]4[C:27]([F:32])=[N:28][CH:29]=[CH:30][CH:31]=4)[CH:21]=3)[C:16](=[O:17])[N:15]([CH3:18])[C:14]([NH2:34])=[N:13]2)=[CH:10][CH:11]=1)(=[O:4])=[O:3], predict the reactants needed to synthesize it. The reactants are: [CH3:1][S:2]([O:5][C:6]1[CH:11]=[CH:10][C:9]([C:12]2([C:20]3[CH:25]=[CH:24][N:23]=[C:22]([C:26]4[C:27]([F:32])=[N:28][CH:29]=[CH:30][CH:31]=4)[CH:21]=3)[C:16](=[O:17])[N:15]([CH3:18])[C:14](=S)[NH:13]2)=[CH:8][CH:7]=1)(=[O:4])=[O:3].[OH-].[NH4+:34].C(OO)(C)(C)C. (2) Given the product [C:24]([O:28][C:29]([NH:2][CH2:3][C:4]1[CH:5]=[CH:6][C:7]([CH:14]([F:15])[F:16])=[C:8]([CH:13]=1)[C:9]([O:11][CH3:12])=[O:10])=[O:30])([CH3:27])([CH3:26])[CH3:25], predict the reactants needed to synthesize it. The reactants are: Cl.[NH2:2][CH2:3][C:4]1[CH:5]=[CH:6][C:7]([CH:14]([F:16])[F:15])=[C:8]([CH:13]=1)[C:9]([O:11][CH3:12])=[O:10].C(N(CC)CC)C.[C:24]([O:28][C:29](O[C:29]([O:28][C:24]([CH3:27])([CH3:26])[CH3:25])=[O:30])=[O:30])([CH3:27])([CH3:26])[CH3:25]. (3) Given the product [CH3:27][C:11]1([NH2:10])[CH2:16][CH2:15][N:14]([C:17]2[CH:22]=[CH:21][C:20]([C:23]([F:26])([F:25])[F:24])=[CH:19][N:18]=2)[CH2:13][CH2:12]1, predict the reactants needed to synthesize it. The reactants are: C(OC(=O)[NH:10][C:11]1([CH3:27])[CH2:16][CH2:15][N:14]([C:17]2[CH:22]=[CH:21][C:20]([C:23]([F:26])([F:25])[F:24])=[CH:19][N:18]=2)[CH2:13][CH2:12]1)C1C=CC=CC=1.I[Si](C)(C)C. (4) Given the product [N:38]1[CH:43]=[CH:42][CH:41]=[CH:40][C:39]=1[CH2:44][C:45]1[CH:46]=[CH:47][C:48]([NH:51][C:7]([C:2]2[C:1]([C:10]3[CH:15]=[CH:14][CH:13]=[CH:12][CH:11]=3)=[CH:6][CH:5]=[CH:4][CH:3]=2)=[O:9])=[CH:49][CH:50]=1, predict the reactants needed to synthesize it. The reactants are: [C:1]1([C:10]2[CH:15]=[CH:14][CH:13]=[CH:12][CH:11]=2)[C:2]([C:7]([OH:9])=O)=[CH:3][CH:4]=[CH:5][CH:6]=1.C1C=CC2N(O)N=NC=2C=1.CCN=C=NCCCN(C)C.Cl.[N:38]1[CH:43]=[CH:42][CH:41]=[CH:40][C:39]=1[CH2:44][C:45]1[CH:50]=[CH:49][C:48]([NH2:51])=[CH:47][CH:46]=1.